This data is from Forward reaction prediction with 1.9M reactions from USPTO patents (1976-2016). The task is: Predict the product of the given reaction. (1) Given the reactants [H][H].[CH3:3][C:4]1[NH:8][N:7]([C:9]2[CH:14]=[CH:13][C:12]([N+:15]([O-])=O)=[C:11]([CH3:18])[CH:10]=2)[C:6](=[O:19])[CH:5]=1, predict the reaction product. The product is: [NH2:15][C:12]1[CH:13]=[CH:14][C:9]([N:7]2[C:6](=[O:19])[CH:5]=[C:4]([CH3:3])[NH:8]2)=[CH:10][C:11]=1[CH3:18]. (2) Given the reactants Cl[C:2]1[N:20]=[C:5]2[C:6]([NH:10][CH2:11][C:12]3[CH:17]=[CH:16][CH:15]=[CH:14][C:13]=3[O:18][CH3:19])=[CH:7][CH:8]=[CH:9][N:4]2[N:3]=1.[CH3:21][N:22]1[CH2:27][CH2:26][N:25]([C:28]2[CH:29]=[C:30]([CH:32]=[CH:33][CH:34]=2)[NH2:31])[CH2:24][CH2:23]1, predict the reaction product. The product is: [CH3:19][O:18][C:13]1[CH:14]=[CH:15][CH:16]=[CH:17][C:12]=1[CH2:11][NH:10][C:6]1[C:5]2[N:4]([N:3]=[C:2]([NH:31][C:30]3[CH:32]=[CH:33][CH:34]=[C:28]([N:25]4[CH2:24][CH2:23][N:22]([CH3:21])[CH2:27][CH2:26]4)[CH:29]=3)[N:20]=2)[CH:9]=[CH:8][CH:7]=1. (3) Given the reactants S(Cl)(Cl)=O.[N:5]1[C:14]2[C:9](=[CH:10][C:11]([C:15]([OH:17])=O)=[CH:12][CH:13]=2)[CH:8]=[CH:7][CH:6]=1.[CH2:18]([O:25][C:26]1[CH:27]=[C:28]([CH:30]=[CH:31][CH:32]=1)[NH2:29])[C:19]1[CH:24]=[CH:23][CH:22]=[CH:21][CH:20]=1.C(N(CC)CC)C, predict the reaction product. The product is: [CH2:18]([O:25][C:26]1[CH:27]=[C:28]([NH:29][C:15]([C:11]2[CH:10]=[C:9]3[C:14](=[CH:13][CH:12]=2)[N:5]=[CH:6][CH:7]=[CH:8]3)=[O:17])[CH:30]=[CH:31][CH:32]=1)[C:19]1[CH:20]=[CH:21][CH:22]=[CH:23][CH:24]=1. (4) The product is: [CH2:24]([O:23][C:21]1[C:20]([O:26][CH2:27][CH3:28])=[CH:19][C:6]2[C:7]3[N:12]([CH:3]([CH2:2][N:1]4[CH2:40][CH2:39][CH2:38][CH2:37]4)[CH2:4][C:5]=2[CH:22]=1)[CH:11]=[C:10]([C:13]([O:15][CH2:16][CH3:17])=[O:14])[C:9](=[O:18])[CH:8]=3)[CH3:25]. Given the reactants [NH2:1][CH2:2][CH:3]1[N:12]2[C:7](=[CH:8][C:9](=[O:18])[C:10]([C:13]([O:15][CH2:16][CH3:17])=[O:14])=[CH:11]2)[C:6]2[CH:19]=[C:20]([O:26][CH2:27][CH3:28])[C:21]([O:23][CH2:24][CH3:25])=[CH:22][C:5]=2[CH2:4]1.C(N(CC)CC)C.Br[CH2:37][CH2:38][CH2:39][CH2:40]Br, predict the reaction product. (5) Given the reactants Cl.[F:2][C:3]([F:12])([F:11])[C:4]1[CH:8]=[C:7]([CH2:9][NH2:10])[NH:6][N:5]=1.[F:13][C:14]1[CH:15]=[C:16]([CH:25]([CH3:29])[C:26](O)=[O:27])[CH:17]=[CH:18][C:19]=1[CH2:20][S:21]([CH3:24])(=[O:23])=[O:22].F[B-](F)(F)F.N1(OC(N(C)C)=[N+](C)C)C2C=CC=CC=2N=N1.ON1C2C=CC=CC=2N=N1.C(N(C(C)C)C(C)C)C, predict the reaction product. The product is: [F:13][C:14]1[CH:15]=[C:16]([CH:25]([CH3:29])[C:26]([NH:10][CH2:9][C:7]2[NH:6][N:5]=[C:4]([C:3]([F:2])([F:11])[F:12])[CH:8]=2)=[O:27])[CH:17]=[CH:18][C:19]=1[CH2:20][S:21]([CH3:24])(=[O:22])=[O:23]. (6) Given the reactants [CH:1]1([CH2:7][NH:8][C:9]2[O:10][C:11]3[CH:17]=[C:16]([O:18][C:19]4[CH:24]=[CH:23][N:22]=[C:21]([C:25](O)=[O:26])[CH:20]=4)[CH:15]=[CH:14][C:12]=3[N:13]=2)[CH2:6][CH2:5][CH2:4][CH2:3][CH2:2]1, predict the reaction product. The product is: [CH:1]1([CH2:7][NH:8][C:9]2[O:10][C:11]3[CH:17]=[C:16]([O:18][C:19]4[CH:24]=[CH:23][N:22]=[C:21]([CH2:25][OH:26])[CH:20]=4)[CH:15]=[CH:14][C:12]=3[N:13]=2)[CH2:2][CH2:3][CH2:4][CH2:5][CH2:6]1. (7) Given the reactants [O:1]1[C:5]2=[N:6][CH:7]=[CH:8][CH:9]=[C:4]2[C:3](=O)[CH2:2]1.[CH3:11][O:12][NH2:13].CC([O-])=O.[Na+], predict the reaction product. The product is: [CH3:11][O:12][N:13]=[C:3]1[C:4]2[C:5](=[N:6][CH:7]=[CH:8][CH:9]=2)[O:1][CH2:2]1.